From a dataset of Catalyst prediction with 721,799 reactions and 888 catalyst types from USPTO. Predict which catalyst facilitates the given reaction. (1) Reactant: FC(F)(F)C([NH:5][CH2:6][C:7]1[CH:12]=[CH:11][C:10]([OH:13])=[CH:9][CH:8]=1)=O.[OH-].[Na+].Cl.C(=O)(O)[O-].[Na+].[C:35]([O:34][C:32](O[C:32]([O:34][C:35]([CH3:38])([CH3:37])[CH3:36])=[O:33])=[O:33])([CH3:38])([CH3:37])[CH3:36]. The catalyst class is: 100. Product: [C:35]([O:34][C:32](=[O:33])[NH:5][CH2:6][C:7]1[CH:12]=[CH:11][C:10]([OH:13])=[CH:9][CH:8]=1)([CH3:36])([CH3:37])[CH3:38]. (2) Reactant: [CH2:1]([N:8]1[CH2:14][CH:13]2[C:15](=O)[CH:10]([CH2:11][CH2:12]2)[CH2:9]1)[C:2]1[CH:7]=[CH:6][CH:5]=[CH:4][CH:3]=1.[NH2:17][OH:18]. Product: [CH2:1]([N:8]1[CH2:14][CH:13]2[C:15](=[N:17][OH:18])[CH:10]([CH2:11][CH2:12]2)[CH2:9]1)[C:2]1[CH:7]=[CH:6][CH:5]=[CH:4][CH:3]=1. The catalyst class is: 40. (3) Reactant: P(Br)(Br)[Br:2].O[CH:6]([C:8]1[O:9][C:10](=[O:26])[C:11]2[C:16]([C:17]=1[C:18]1[CH:19]=[N:20][C:21]([O:24][CH3:25])=[CH:22][CH:23]=1)=[CH:15][CH:14]=[CH:13][CH:12]=2)[CH3:7]. Product: [Br:2][CH:6]([C:8]1[O:9][C:10](=[O:26])[C:11]2[C:16]([C:17]=1[C:18]1[CH:19]=[N:20][C:21]([O:24][CH3:25])=[CH:22][CH:23]=1)=[CH:15][CH:14]=[CH:13][CH:12]=2)[CH3:7]. The catalyst class is: 2. (4) Reactant: O[CH:2]([C:4]1[CH:5]=[C:6]([C:22]([NH:24][CH2:25][C:26]2[CH:31]=[CH:30][C:29]([S:32]([CH3:35])(=[O:34])=[O:33])=[CH:28][CH:27]=2)=[O:23])[C:7](=[O:21])[N:8]([C:11]2[CH:16]=[CH:15][CH:14]=[C:13]([C:17]([F:20])([F:19])[F:18])[CH:12]=2)[C:9]=1[CH3:10])[CH3:3].S(Cl)(Cl)=O.[N-:40]=[N+:41]=[N-:42].[Na+]. Product: [N:40]([CH:2]([C:4]1[CH:5]=[C:6]([C:22]([NH:24][CH2:25][C:26]2[CH:31]=[CH:30][C:29]([S:32]([CH3:35])(=[O:34])=[O:33])=[CH:28][CH:27]=2)=[O:23])[C:7](=[O:21])[N:8]([C:11]2[CH:16]=[CH:15][CH:14]=[C:13]([C:17]([F:18])([F:20])[F:19])[CH:12]=2)[C:9]=1[CH3:10])[CH3:3])=[N+:41]=[N-:42]. The catalyst class is: 34. (5) Reactant: C(N(CC)CC)C.[C:8]([O:11][C:12]1[CH:21]=[CH:20][CH:19]=[C:18]2[C:13]=1[CH:14]=[CH:15][C:16]([S:22](Cl)(=[O:24])=[O:23])=[CH:17]2)(=[O:10])[CH3:9].[CH2:26]([NH2:33])[C:27]1[CH:32]=[CH:31][CH:30]=[CH:29][CH:28]=1.Cl. Product: [C:8]([O:11][C:12]1[CH:21]=[CH:20][CH:19]=[C:18]2[C:13]=1[CH:14]=[CH:15][C:16]([S:22]([NH:33][CH2:26][C:27]1[CH:32]=[CH:31][CH:30]=[CH:29][CH:28]=1)(=[O:24])=[O:23])=[CH:17]2)(=[O:10])[CH3:9]. The catalyst class is: 7. (6) Reactant: CN(CCN(C)C)C.[Li]CCCC.[C:14]([O:18][C:19](=[O:28])[NH:20][C:21]1[CH:22]=[N:23][C:24]([Cl:27])=[CH:25][CH:26]=1)([CH3:17])([CH3:16])[CH3:15].[I:29]I. Product: [C:14]([O:18][C:19](=[O:28])[NH:20][C:21]1[CH:22]=[N:23][C:24]([Cl:27])=[CH:25][C:26]=1[I:29])([CH3:17])([CH3:15])[CH3:16]. The catalyst class is: 1. (7) Reactant: [CH3:1][S:2][C:3]1[S:4][C:5]([C:16]2[CH:20]=[CH:19][N:18](COCC[Si](C)(C)C)[N:17]=2)=[C:6]2[CH2:11][CH2:10][N:9]([CH:12]([CH3:14])[CH3:13])[C:8](=[O:15])[C:7]=12.Cl. Product: [CH3:1][S:2][C:3]1[S:4][C:5]([C:16]2[CH:20]=[CH:19][NH:18][N:17]=2)=[C:6]2[CH2:11][CH2:10][N:9]([CH:12]([CH3:14])[CH3:13])[C:8](=[O:15])[C:7]=12. The catalyst class is: 5.